This data is from Reaction yield outcomes from USPTO patents with 853,638 reactions. The task is: Predict the reaction yield, written as a fraction of the theoretical maximum amount of product (1.0 means a 100% yield; for example, 0.34 means a 34% yield). The reactants are [NH2:1][C:2]1[CH:3]=[C:4]([NH:8][C:9](=[O:18])[C:10]2[CH:15]=[CH:14][C:13]([F:16])=[CH:12][C:11]=2[Cl:17])[CH:5]=[CH:6][CH:7]=1.[C:19]([O:23][C:24]([N:26]1[CH2:31][CH2:30][C:29](=O)[CH2:28][C@H:27]1[CH3:33])=[O:25])([CH3:22])([CH3:21])[CH3:20].C(O)(=O)C.C(O[BH-](OC(=O)C)OC(=O)C)(=O)C.[Na+]. The catalyst is O1CCCC1.CO. The product is [C:19]([O:23][C:24]([N:26]1[CH2:31][CH2:30][C@@H:29]([NH:1][C:2]2[CH:7]=[CH:6][CH:5]=[C:4]([NH:8][C:9](=[O:18])[C:10]3[CH:15]=[CH:14][C:13]([F:16])=[CH:12][C:11]=3[Cl:17])[CH:3]=2)[CH2:28][C@H:27]1[CH3:33])=[O:25])([CH3:22])([CH3:20])[CH3:21]. The yield is 0.230.